Dataset: Forward reaction prediction with 1.9M reactions from USPTO patents (1976-2016). Task: Predict the product of the given reaction. (1) Given the reactants [Cl:1][C:2]1[CH:8]=[CH:7][C:5]([NH2:6])=[CH:4][CH:3]=1.[CH3:9][O:10][C:11]1[CH:24]=[CH:23][CH:22]=[CH:21][C:12]=1[C:13]([CH2:15][C:16](OCC)=[O:17])=O, predict the reaction product. The product is: [Cl:1][C:2]1[CH:8]=[C:7]2[C:5](=[CH:4][CH:3]=1)[N:6]=[C:13]([C:12]1[CH:21]=[CH:22][CH:23]=[CH:24][C:11]=1[O:10][CH3:9])[CH:15]=[C:16]2[OH:17]. (2) Given the reactants [C:1]([C:3]1[CH:4]=[C:5]([CH:14]=[CH:15][CH:16]=1)[CH:6]=[CH:7][CH:8]=[N:9][NH:10][C:11]([NH2:13])=[S:12])#[N:2].Br[CH2:18][C:19]([C:21]1[CH:26]=[CH:25][C:24]([Cl:27])=[CH:23][CH:22]=1)=O, predict the reaction product. The product is: [Cl:27][C:24]1[CH:25]=[CH:26][C:21]([C:19]2[N:13]=[C:11]([NH:10][N:9]=[CH:8][CH:7]=[CH:6][C:5]3[CH:14]=[CH:15][CH:16]=[C:3]([C:1]#[N:2])[CH:4]=3)[S:12][CH:18]=2)=[CH:22][CH:23]=1. (3) Given the reactants [N:1]1([C:7]2[CH:12]=[CH:11][C:10]([N:13]3[CH:22]=[C:21]4[C:15]([CH2:16][CH2:17][NH:18][CH2:19][CH2:20]4)=[N:14]3)=[CH:9][CH:8]=2)[CH2:6][CH2:5][CH2:4][CH2:3][CH2:2]1.[C:23]1(=O)[CH2:26][CH2:25][CH2:24]1.C(O[BH-](OC(=O)C)OC(=O)C)(=O)C.[Na+], predict the reaction product. The product is: [CH:23]1([N:18]2[CH2:19][CH2:20][C:21]3=[CH:22][N:13]([C:10]4[CH:11]=[CH:12][C:7]([N:1]5[CH2:6][CH2:5][CH2:4][CH2:3][CH2:2]5)=[CH:8][CH:9]=4)[N:14]=[C:15]3[CH2:16][CH2:17]2)[CH2:26][CH2:25][CH2:24]1. (4) Given the reactants [CH2:1]([O:3][C:4]([C:6]1[C:10]([CH2:11][CH3:12])=[C:9]([C:13]2[CH:18]=[CH:17][C:16]([Cl:19])=[CH:15][CH:14]=2)[NH:8][N:7]=1)=[O:5])[CH3:2].[CH3:20]I.[OH-].[K+], predict the reaction product. The product is: [CH2:1]([O:3][C:4]([C:6]1[N:7]([CH3:20])[N:8]=[C:9]([C:13]2[CH:14]=[CH:15][C:16]([Cl:19])=[CH:17][CH:18]=2)[C:10]=1[CH2:11][CH3:12])=[O:5])[CH3:2].[CH2:1]([O:3][C:4]([C:6]1[C:10]([CH2:11][CH3:12])=[C:9]([C:13]2[CH:14]=[CH:15][C:16]([Cl:19])=[CH:17][CH:18]=2)[N:8]([CH3:20])[N:7]=1)=[O:5])[CH3:2]. (5) The product is: [CH3:19][O:20][C:21]1[CH:26]=[CH:25][C:24]([CH2:27][N:28]([C:2]2[N:6]([CH2:7][C:8]3[CH:13]=[CH:12][C:11]([O:14][CH3:15])=[CH:10][CH:9]=3)[N:5]=[C:4]([N+:16]([O-:18])=[O:17])[N:3]=2)[CH3:29])=[CH:23][CH:22]=1. Given the reactants Br[C:2]1[N:6]([CH2:7][C:8]2[CH:13]=[CH:12][C:11]([O:14][CH3:15])=[CH:10][CH:9]=2)[N:5]=[C:4]([N+:16]([O-:18])=[O:17])[N:3]=1.[CH3:19][O:20][C:21]1[CH:26]=[CH:25][C:24]([CH2:27][NH:28][CH3:29])=[CH:23][CH:22]=1, predict the reaction product.